Regression/Classification. Given a drug SMILES string, predict its absorption, distribution, metabolism, or excretion properties. Task type varies by dataset: regression for continuous measurements (e.g., permeability, clearance, half-life) or binary classification for categorical outcomes (e.g., BBB penetration, CYP inhibition). Dataset: b3db_classification. From a dataset of Blood-brain barrier permeability classification from the B3DB database. The compound is CN(C)c1ccc(O)c2c1C[C@H]1C[C@H]3[C@@H](N(C)C)C(=O)C(C(N)=O)=C(O)[C@]3(O)C(=O)C1=C2O. The result is 0 (does not penetrate BBB).